The task is: Predict which catalyst facilitates the given reaction.. This data is from Catalyst prediction with 721,799 reactions and 888 catalyst types from USPTO. Reactant: [CH3:1][O:2][C:3]([C@@H:5]1[CH2:10][NH:9][CH2:8][CH2:7][N:6]1[C:11]([O:13][C:14]([CH3:17])([CH3:16])[CH3:15])=[O:12])=[O:4].[CH2:18](Cl)[C:19]1[CH:24]=[CH:23][CH:22]=[CH:21][CH:20]=1.C(N(CC)CC)C. Product: [CH3:1][O:2][C:3]([C@@H:5]1[CH2:10][N:9]([CH2:18][C:19]2[CH:24]=[CH:23][CH:22]=[CH:21][CH:20]=2)[CH2:8][CH2:7][N:6]1[C:11]([O:13][C:14]([CH3:17])([CH3:16])[CH3:15])=[O:12])=[O:4]. The catalyst class is: 10.